This data is from Reaction yield outcomes from USPTO patents with 853,638 reactions. The task is: Predict the reaction yield, written as a fraction of the theoretical maximum amount of product (1.0 means a 100% yield; for example, 0.34 means a 34% yield). (1) The reactants are [NH2:1][C@H:2]([C:7]([O:9][C@H:10]1[C:18]2[C:13](=[CH:14][CH:15]=[CH:16][CH:17]=2)[CH2:12][C@:11]1([CH2:28][C:29]1[CH:37]=[CH:36][C:32]([C:33](O)=[O:34])=[CH:31][CH:30]=1)[C:19]1[CH2:20][C:21]2[C:26]([CH:27]=1)=[CH:25][CH:24]=[CH:23][CH:22]=2)=[O:8])[CH2:3][CH:4]([CH3:6])[CH3:5].CCN(CC)CC.[NH2:45][CH2:46][CH2:47][OH:48].C(P1(=O)OP(CCC)(=O)OP(CCC)(=O)O1)CC. The catalyst is C(Cl)Cl. The product is [NH2:1][C@H:2]([C:7]([O:9][C@H:10]1[C:18]2[C:13](=[CH:14][CH:15]=[CH:16][CH:17]=2)[CH2:12][C@:11]1([CH2:28][C:29]1[CH:37]=[CH:36][C:32]([C:33](=[O:34])[NH:45][CH2:46][CH2:47][OH:48])=[CH:31][CH:30]=1)[C:19]1[CH2:20][C:21]2[C:26]([CH:27]=1)=[CH:25][CH:24]=[CH:23][CH:22]=2)=[O:8])[CH2:3][CH:4]([CH3:5])[CH3:6]. The yield is 0.540. (2) The reactants are [Cl:1][C:2]1[CH:10]=[CH:9][CH:8]=[CH:7][C:3]=1[C:4](=[NH:6])[NH2:5].C(N(CC)CC)C.[CH3:18][CH:19]([C:25](=O)[CH3:26])[C:20](OCC)=[O:21]. The catalyst is C(O)C. The product is [Cl:1][C:2]1[CH:10]=[CH:9][CH:8]=[CH:7][C:3]=1[C:4]1[N:5]=[C:20]([OH:21])[C:19]([CH3:18])=[C:25]([CH3:26])[N:6]=1. The yield is 0.560. (3) The reactants are BrC1C2[C:10](=CC=CC=2)[C:9]([C:16]2[CH:17]=[C:18]([C:22]3[N:26]([C:27]4[CH:32]=[CH:31][CH:30]=[CH:29][CH:28]=4)[C:25]4[CH:33]=[CH:34][CH:35]=[CH:36][C:24]=4N=3)C=CC=2)=C2C=1C=CC=C2.[Br:37][C:38]1[C:39]2[C:44]([C:45](Br)=[C:46]3[C:51]=1[CH:50]=[CH:49][CH:48]=[CH:47]3)=[CH:43][CH:42]=[CH:41][CH:40]=2.C([O-])([O-])=O.[Na+].[Na+].O. The catalyst is C1C=CC([P]([Pd]([P](C2C=CC=CC=2)(C2C=CC=CC=2)C2C=CC=CC=2)([P](C2C=CC=CC=2)(C2C=CC=CC=2)C2C=CC=CC=2)[P](C2C=CC=CC=2)(C2C=CC=CC=2)C2C=CC=CC=2)(C2C=CC=CC=2)C2C=CC=CC=2)=CC=1.C1COCC1. The product is [Br:37][C:38]1[C:39]2[C:44](=[CH:43][CH:42]=[CH:41][CH:40]=2)[C:45]([C:29]2[CH:28]=[C:27]([N:26]3[C:25]4[CH:24]=[CH:36][CH:35]=[CH:34][C:33]=4[C:10]4[C:22]3=[CH:18][CH:17]=[CH:16][CH:9]=4)[CH:32]=[CH:31][CH:30]=2)=[C:46]2[C:51]=1[CH:50]=[CH:49][CH:48]=[CH:47]2. The yield is 0.680. (4) The reactants are Cl[C:2]1[N:7]=[N:6][C:5]2[S:8][CH2:9][CH2:10][O:11][C:4]=2[CH:3]=1.C(=O)([O-])[O-].[K+].[K+].B1(C=C)OB([CH:24]=[CH2:25])OB(C=C)O1.C1C=CN=CC=1.O. The catalyst is C(COC)OC.C1C=CC([P]([Pd]([P](C2C=CC=CC=2)(C2C=CC=CC=2)C2C=CC=CC=2)([P](C2C=CC=CC=2)(C2C=CC=CC=2)C2C=CC=CC=2)[P](C2C=CC=CC=2)(C2C=CC=CC=2)C2C=CC=CC=2)(C2C=CC=CC=2)C2C=CC=CC=2)=CC=1. The product is [CH:24]([C:2]1[N:7]=[N:6][C:5]2[S:8][CH2:9][CH2:10][O:11][C:4]=2[CH:3]=1)=[CH2:25]. The yield is 0.460. (5) The reactants are [CH3:1][O:2][C:3]1[CH:4]=[C:5]([N:9]2[C@H:16]3[C@H:11]([CH2:12][CH2:13][N:14](C(OC(C)(C)C)=O)[CH2:15]3)[CH2:10]2)[CH:6]=[N:7][CH:8]=1.FC(F)(F)C(O)=O. No catalyst specified. The product is [CH3:1][O:2][C:3]1[CH:4]=[C:5]([N:9]2[C@H:16]3[C@H:11]([CH2:12][CH2:13][NH:14][CH2:15]3)[CH2:10]2)[CH:6]=[N:7][CH:8]=1. The yield is 0.910.